Binary Classification. Given a T-cell receptor sequence (or CDR3 region) and an epitope sequence, predict whether binding occurs between them. From a dataset of TCR-epitope binding with 47,182 pairs between 192 epitopes and 23,139 TCRs. (1) The epitope is RLDKVEAEV. The TCR CDR3 sequence is CASSQSDRAGNEQFF. Result: 1 (the TCR binds to the epitope). (2) The epitope is GILGFVFTL. The TCR CDR3 sequence is CASSIRSSHTQYF. Result: 1 (the TCR binds to the epitope). (3) The TCR CDR3 sequence is CASSPGDFTGELFF. Result: 0 (the TCR does not bind to the epitope). The epitope is SSNVANYQK. (4) The epitope is FLNGSCGSV. The TCR CDR3 sequence is CASSSSYEQYF. Result: 1 (the TCR binds to the epitope). (5) The epitope is KTSVDCTMYI. The TCR CDR3 sequence is CASSLLGQETQYF. Result: 0 (the TCR does not bind to the epitope). (6) The epitope is TPQDLNTML. The TCR CDR3 sequence is CASSLGQNTEAFF. Result: 0 (the TCR does not bind to the epitope). (7) The epitope is KAYNVTQAF. The TCR CDR3 sequence is CASSWGDTQYF. Result: 1 (the TCR binds to the epitope).